This data is from Full USPTO retrosynthesis dataset with 1.9M reactions from patents (1976-2016). The task is: Predict the reactants needed to synthesize the given product. The reactants are: [CH3:1][C:2]1[CH:3]=[C:4]([N:9]2[C:13]3[CH:14]=[C:15]([C:18]#[N:19])[CH:16]=[CH:17][C:12]=3[N:11]=[CH:10]2)[CH:5]=[CH:6][C:7]=1[CH3:8].[I:20][CH3:21]. Given the product [I-:20].[C:18]([C:15]1[CH:16]=[CH:17][C:12]2[N+:11]([CH3:21])=[CH:10][N:9]([C:4]3[CH:5]=[CH:6][C:7]([CH3:8])=[C:2]([CH3:1])[CH:3]=3)[C:13]=2[CH:14]=1)#[N:19], predict the reactants needed to synthesize it.